Dataset: Full USPTO retrosynthesis dataset with 1.9M reactions from patents (1976-2016). Task: Predict the reactants needed to synthesize the given product. (1) Given the product [Cl:12][CH:13]([CH3:17])[CH2:14][CH2:15][N:8]1[C:7]2[CH:11]=[C:3]([C:1]#[N:2])[CH:4]=[CH:5][C:6]=2[N:10]=[N:9]1, predict the reactants needed to synthesize it. The reactants are: [C:1]([C:3]1[CH:4]=[CH:5][C:6]2[N:10]=[N:9][NH:8][C:7]=2[CH:11]=1)#[N:2].[Cl:12][CH:13]([CH3:17])[CH2:14][CH2:15]Br. (2) Given the product [CH2:1]([N:4]1[C:8]([O:9][CH2:10][C:11]2[CH:20]=[CH:19][C:18]3[C:13](=[CH:14][CH:15]=[CH:16][CH:17]=3)[N:12]=2)=[CH:7][C:6]([CH2:21][OH:22])=[N:5]1)[CH2:2][CH3:3], predict the reactants needed to synthesize it. The reactants are: [CH2:1]([N:4]1[C:8]([O:9][CH2:10][C:11]2[CH:20]=[CH:19][C:18]3[C:13](=[CH:14][CH:15]=[CH:16][CH:17]=3)[N:12]=2)=[CH:7][C:6]([C:21](OC)=[O:22])=[N:5]1)[CH2:2][CH3:3].[H-].[Al+3].[Li+].[H-].[H-].[H-].C(O)C.O.